From a dataset of CYP2D6 inhibition data for predicting drug metabolism from PubChem BioAssay. Regression/Classification. Given a drug SMILES string, predict its absorption, distribution, metabolism, or excretion properties. Task type varies by dataset: regression for continuous measurements (e.g., permeability, clearance, half-life) or binary classification for categorical outcomes (e.g., BBB penetration, CYP inhibition). Dataset: cyp2d6_veith. (1) The result is 0 (non-inhibitor). The compound is CCOC(=O)CCN1C(=O)[C@H]2CC[C@@H]3/C(=N\OC/C=C(\C)CCC=C(C)C)C[C@@H](O)[C@@H](O)[C@@H]3[C@@H]2C1=O. (2) The molecule is COc1cccc(-c2ccc3ncnc(N4CCNCC4)c3c2)c1. The result is 0 (non-inhibitor). (3) The molecule is CCCc1nc(SCC(=O)NNC(=O)C2CCCCC2)c2ccccc2n1. The result is 0 (non-inhibitor). (4) The drug is O=C(CNC1CCCCCC1)Nc1ccccc1N1CCCCC1.O=C(O)C(=O)O. The result is 1 (inhibitor). (5) The molecule is Cc1nc2ccccc2nc(C)c1=NO. The result is 0 (non-inhibitor). (6) The drug is COCCCNC(=O)CCS(=O)(=O)Cc1ccc(C)cc1. The result is 0 (non-inhibitor).